From a dataset of Reaction yield outcomes from USPTO patents with 853,638 reactions. Predict the reaction yield, written as a fraction of the theoretical maximum amount of product (1.0 means a 100% yield; for example, 0.34 means a 34% yield). (1) The reactants are FC(F)(F)S(O[C:7]1[CH:12]=[CH:11][C:10]([N:13]2[CH:18]=[C:17]([O:19][CH3:20])[C:16](=[O:21])[C:15]([C:22]3[N:26]([C:27]4[CH:32]=[CH:31][CH:30]=[CH:29][CH:28]=4)[N:25]=[CH:24][CH:23]=3)=[N:14]2)=[C:9]([F:33])[CH:8]=1)(=O)=O.Cl.[F:37][C:38]1([F:44])[CH2:43][CH2:42][NH:41][CH2:40][CH2:39]1.CC1(C)C2C(=C(P(C3C=CC=CC=3)C3C=CC=CC=3)C=CC=2)OC2C(P(C3C=CC=CC=3)C3C=CC=CC=3)=CC=CC1=2.CC([O-])(C)C.[Na+]. The catalyst is O1CCOCC1.C1C=CC(/C=C/C(/C=C/C2C=CC=CC=2)=O)=CC=1.C1C=CC(/C=C/C(/C=C/C2C=CC=CC=2)=O)=CC=1.C1C=CC(/C=C/C(/C=C/C2C=CC=CC=2)=O)=CC=1.[Pd].[Pd].O. The product is [F:37][C:38]1([F:44])[CH2:43][CH2:42][N:41]([C:7]2[CH:12]=[CH:11][C:10]([N:13]3[CH:18]=[C:17]([O:19][CH3:20])[C:16](=[O:21])[C:15]([C:22]4[N:26]([C:27]5[CH:28]=[CH:29][CH:30]=[CH:31][CH:32]=5)[N:25]=[CH:24][CH:23]=4)=[N:14]3)=[C:9]([F:33])[CH:8]=2)[CH2:40][CH2:39]1. The yield is 0.250. (2) The reactants are O[CH2:2][CH2:3][NH:4][S:5]([C:8]1[CH:13]=[CH:12][C:11]([C:14]2[C:15]3[C:16]4[CH:29]=[CH:28][S:27][C:17]=4[C:18](=[O:26])[NH:19][C:20]=3[CH:21]=[CH:22][C:23]=2[O:24][CH3:25])=[CH:10][CH:9]=1)(=[O:7])=[O:6].CCN(S(F)(F)[F:36])CC. The catalyst is C(Cl)Cl.C1COCC1. The product is [F:36][CH2:2][CH2:3][NH:4][S:5]([C:8]1[CH:13]=[CH:12][C:11]([C:14]2[C:15]3[C:16]4[CH:29]=[CH:28][S:27][C:17]=4[C:18](=[O:26])[NH:19][C:20]=3[CH:21]=[CH:22][C:23]=2[O:24][CH3:25])=[CH:10][CH:9]=1)(=[O:7])=[O:6]. The yield is 0.750.